This data is from Full USPTO retrosynthesis dataset with 1.9M reactions from patents (1976-2016). The task is: Predict the reactants needed to synthesize the given product. Given the product [Br:1][C:2]1[CH:7]=[N:6][C:5]2[N:8]([CH:9]3[CH2:11][CH2:10]3)[C:16]3[N:17]=[C:18]([Cl:22])[CH:19]=[C:20]([CH3:21])[C:15]=3[NH:14][C:12](=[O:13])[C:4]=2[CH:3]=1, predict the reactants needed to synthesize it. The reactants are: [Br:1][C:2]1[CH:3]=[C:4]([C:12]([NH:14][C:15]2[C:16](Cl)=[N:17][C:18]([Cl:22])=[CH:19][C:20]=2[CH3:21])=[O:13])[C:5]([NH:8][CH:9]2[CH2:11][CH2:10]2)=[N:6][CH:7]=1.C[Si]([N-][Si](C)(C)C)(C)C.[Na+].C1COCC1.